This data is from Forward reaction prediction with 1.9M reactions from USPTO patents (1976-2016). The task is: Predict the product of the given reaction. (1) Given the reactants [Cl:1][C:2]1[CH:29]=[CH:28][C:5]([C:6]([C:8]2[CH:13]=[CH:12][CH:11]=[CH:10][C:9]=2[C:14]2[C:15](/[CH:20]=[N:21]/[S@@:22]([C:24]([CH3:27])([CH3:26])[CH3:25])=[O:23])=[N:16][O:17][C:18]=2[CH3:19])=[O:7])=[CH:4][CH:3]=1.C1COCC1.[Cl-].[C:36]([O:40][C:41](=[O:44])[CH2:42][Zn+])([CH3:39])([CH3:38])[CH3:37], predict the reaction product. The product is: [Cl:1][C:2]1[CH:3]=[CH:4][C:5]([C:6]([C:8]2[CH:13]=[CH:12][CH:11]=[CH:10][C:9]=2[C:14]2[C:15]([C@@H:20]([NH:21][S@@:22]([C:24]([CH3:25])([CH3:26])[CH3:27])=[O:23])[CH2:42][C:41]([O:40][C:36]([CH3:39])([CH3:38])[CH3:37])=[O:44])=[N:16][O:17][C:18]=2[CH3:19])=[O:7])=[CH:28][CH:29]=1.[Cl:1][C:2]1[CH:3]=[CH:4][C:5]([C:6]([C:8]2[CH:13]=[CH:12][CH:11]=[CH:10][C:9]=2[C:14]2[C:15]([C@H:20]([NH:21][S@@:22]([C:24]([CH3:25])([CH3:26])[CH3:27])=[O:23])[CH2:42][C:41]([O:40][C:36]([CH3:39])([CH3:38])[CH3:37])=[O:44])=[N:16][O:17][C:18]=2[CH3:19])=[O:7])=[CH:28][CH:29]=1. (2) The product is: [C:1]([NH:4][CH:5]([CH2:12][CH:20]1[CH2:21][CH2:22][CH2:23][C:19]1=[O:29])[C:6]([O:8][CH2:9][CH2:10][CH3:11])=[O:7])(=[O:3])[CH3:2]. Given the reactants [C:1]([NH:4][C@@H:5]([CH2:12]Cl)[C:6]([O:8][CH2:9][CH2:10][CH3:11])=[O:7])(=[O:3])[CH3:2].N1([C:19]2[CH2:23][CH2:22][CH2:21][CH:20]=2)CCCC1.CN(C)CC.[OH2:29], predict the reaction product. (3) Given the reactants Cl[C:2](Cl)([O:4]C(=O)OC(Cl)(Cl)Cl)Cl.[CH3:13][CH:14]1[CH2:18][CH2:17][CH2:16][N:15]1[CH2:19][CH2:20][CH2:21][O:22][C:23]1[CH:28]=[CH:27][C:26]([C:29]2[S:30][C:31]3[CH2:32][NH:33][CH2:34][CH2:35][C:36]=3[N:37]=2)=[CH:25][CH:24]=1.[NH:38]1[CH2:43][CH2:42][O:41][CH2:40][CH2:39]1.C(N(CC)CC)C.[Na], predict the reaction product. The product is: [CH3:13][CH:14]1[CH2:18][CH2:17][CH2:16][N:15]1[CH2:19][CH2:20][CH2:21][O:22][C:23]1[CH:24]=[CH:25][C:26]([C:29]2[S:30][C:31]3[CH2:32][N:33]([C:2]([N:38]4[CH2:43][CH2:42][O:41][CH2:40][CH2:39]4)=[O:4])[CH2:34][CH2:35][C:36]=3[N:37]=2)=[CH:27][CH:28]=1.